Dataset: Reaction yield outcomes from USPTO patents with 853,638 reactions. Task: Predict the reaction yield, written as a fraction of the theoretical maximum amount of product (1.0 means a 100% yield; for example, 0.34 means a 34% yield). (1) The reactants are [NH2:1][C:2]1[CH:10]=[CH:9][C:8]([Cl:11])=[CH:7][C:3]=1[C:4]([OH:6])=O.[CH3:12][O:13][C:14](=[O:31])[CH:15]([NH2:30])[CH2:16][C:17]1[CH:22]=[CH:21][C:20]([C:23]2[CH:28]=[CH:27][CH:26]=[C:25]([OH:29])[CH:24]=2)=[CH:19][CH:18]=1.CN(C(ON1N=NC2C=CC=CC1=2)=[N+](C)C)C.F[P-](F)(F)(F)(F)F.CCN(C(C)C)C(C)C. The catalyst is CN(C=O)C. The product is [CH3:12][O:13][C:14](=[O:31])[CH:15]([NH:30][C:4](=[O:6])[C:3]1[CH:7]=[C:8]([Cl:11])[CH:9]=[CH:10][C:2]=1[NH2:1])[CH2:16][C:17]1[CH:18]=[CH:19][C:20]([C:23]2[CH:28]=[CH:27][CH:26]=[C:25]([OH:29])[CH:24]=2)=[CH:21][CH:22]=1. The yield is 0.360. (2) The reactants are [C:1]([O:5][C:6]([NH:8][C@@H:9]([C:11]1[CH:20]=[CH:19][C:18]2[C:13](=[CH:14][C:15](/[CH:21]=[CH:22]/[C:23]3([C:29]([OH:31])=[O:30])[CH2:28][CH2:27][CH2:26][CH2:25][O:24]3)=[CH:16][CH:17]=2)[N:12]=1)[CH3:10])=[O:7])([CH3:4])([CH3:3])[CH3:2].C(N(CC)C(C)C)(C)C.CC1C=CC=C([N+]([O-])=O)C=1C(OC(=O)C1C([N+]([O-])=O)=CC=CC=1C)=O.[Cl:66][C:67]([Cl:91])([Cl:90])[CH2:68][O:69][C:70]([C@@H:72]1[CH2:77][CH2:76][CH2:75][N:74]([C:78](=[O:89])[C@@H:79]([NH:81][C:82](=[O:88])[C@@H:83](O)[CH:84]([CH3:86])[CH3:85])[CH3:80])[NH:73]1)=[O:71]. The catalyst is CN(C)C1C=CN=CC=1.ClCCl. The product is [Cl:90][C:67]([Cl:66])([Cl:91])[CH2:68][O:69][C:70]([C@@H:72]1[CH2:77][CH2:76][CH2:75][N:74]([C:78](=[O:89])[C@@H:79]([NH:81][C:82](=[O:88])[C@@H:83]([O:30][C:29]([C:23]2(/[CH:22]=[CH:21]/[C:15]3[CH:14]=[C:13]4[C:18]([CH:19]=[CH:20][C:11]([C@H:9]([NH:8][C:6]([O:5][C:1]([CH3:2])([CH3:3])[CH3:4])=[O:7])[CH3:10])=[N:12]4)=[CH:17][CH:16]=3)[CH2:28][CH2:27][CH2:26][CH2:25][O:24]2)=[O:31])[CH:84]([CH3:85])[CH3:86])[CH3:80])[NH:73]1)=[O:71]. The yield is 0.170. (3) The yield is 0.967. The reactants are CO[C:3](=O)[CH2:4][C:5]1[CH:10]=[CH:9][C:8]([OH:11])=[C:7]([OH:12])[CH:6]=1.[H-].[Al+3].[Li+].[H-].[H-].[H-].Cl.C1C[O:24][CH2:23]C1. The product is [CH:10]1[C:5]([CH2:4][CH2:3][CH2:23][OH:24])=[CH:6][C:7]([OH:12])=[C:8]([OH:11])[CH:9]=1. No catalyst specified. (4) The reactants are O.[C:2]1([CH3:12])[CH:7]=[CH:6][C:5]([S:8]([OH:11])(=[O:10])=[O:9])=[CH:4][CH:3]=1. The catalyst is C1(C)C=CC=CC=1. The product is [C:2]1([CH3:12])[CH:3]=[CH:4][C:5]([S:8]([OH:11])(=[O:9])=[O:10])=[CH:6][CH:7]=1. The yield is 0.850. (5) The reactants are [C:1]([O:7][CH2:8][CH3:9])(=[O:6])[C:2]#[C:3][CH2:4]C.C(=O)([O-])[O-].[K+].[K+].[OH:16][N:17]=[C:18](Br)[Br:19]. The catalyst is ClCCl. The product is [CH2:8]([O:7][C:1]([C:2]1[C:18]([Br:19])=[N:17][O:16][C:3]=1[CH3:4])=[O:6])[CH3:9]. The yield is 0.880.